This data is from NCI-60 drug combinations with 297,098 pairs across 59 cell lines. The task is: Regression. Given two drug SMILES strings and cell line genomic features, predict the synergy score measuring deviation from expected non-interaction effect. Drug 1: CC(CN1CC(=O)NC(=O)C1)N2CC(=O)NC(=O)C2. Drug 2: C1C(C(OC1N2C=NC3=C(N=C(N=C32)Cl)N)CO)O. Cell line: T-47D. Synergy scores: CSS=6.63, Synergy_ZIP=4.12, Synergy_Bliss=2.49, Synergy_Loewe=2.35, Synergy_HSA=2.24.